Dataset: Full USPTO retrosynthesis dataset with 1.9M reactions from patents (1976-2016). Task: Predict the reactants needed to synthesize the given product. (1) Given the product [N:14]([CH2:8][C:7]1[CH:10]=[CH:11][C:4]([S:3][C:2]([F:13])([F:12])[F:1])=[CH:5][CH:6]=1)=[N+:15]=[N-:16], predict the reactants needed to synthesize it. The reactants are: [F:1][C:2]([F:13])([F:12])[S:3][C:4]1[CH:11]=[CH:10][C:7]([CH2:8]Br)=[CH:6][CH:5]=1.[N-:14]=[N+:15]=[N-:16].[Na+]. (2) Given the product [N:1]1[N:2]([C:6]2[CH:11]=[CH:10][CH:9]=[CH:8][C:7]=2[C:12]([N:14]2[CH2:19][C@@H:18]3[CH2:20][C@H:15]2[C@H:16]([N:21]([CH3:32])[C:22]2[CH:27]=[CH:26][C:25]([C:28]([F:31])([F:29])[F:30])=[CH:24][N:23]=2)[CH2:17]3)=[O:13])[N:3]=[CH:4][CH:5]=1, predict the reactants needed to synthesize it. The reactants are: [N:1]1[N:2]([C:6]2[CH:11]=[CH:10][CH:9]=[CH:8][C:7]=2[C:12]([N:14]2[CH2:19][C@@H:18]3[CH2:20][C@H:15]2[C@H:16]([NH:21][C:22]2[CH:27]=[CH:26][C:25]([C:28]([F:31])([F:30])[F:29])=[CH:24][N:23]=2)[CH2:17]3)=[O:13])[N:3]=[CH:4][CH:5]=1.[CH3:32]C([O-])(C)C.[Na+].CI. (3) The reactants are: [NH:1]1[CH2:4][CH:3]([C:5]#[C:6][C:7]2[CH:16]=[C:15]3[C:10]([C:11](=[O:28])[C:12]([C:17]4[CH:22]=[CH:21][C:20]([NH:23][S:24]([CH3:27])(=[O:26])=[O:25])=[CH:19][CH:18]=4)=[CH:13][O:14]3)=[CH:9][CH:8]=2)[CH2:2]1.FC(F)(F)C(O)=O.[C:36](=O)([O:43]N1C(=O)CCC1=O)[O:37][CH:38]1[CH2:42][CH2:41][CH2:40][CH2:39]1.C(N(C(C)C)CC)(C)C. Given the product [CH:38]1([O:37][C:36]([N:1]2[CH2:4][CH:3]([C:5]#[C:6][C:7]3[CH:16]=[C:15]4[C:10]([C:11](=[O:28])[C:12]([C:17]5[CH:22]=[CH:21][C:20]([NH:23][S:24]([CH3:27])(=[O:26])=[O:25])=[CH:19][CH:18]=5)=[CH:13][O:14]4)=[CH:9][CH:8]=3)[CH2:2]2)=[O:43])[CH2:42][CH2:41][CH2:40][CH2:39]1, predict the reactants needed to synthesize it. (4) Given the product [F:1][C:2]([F:9])([F:8])[CH2:3][S:4]([O:46][CH2:45][C@:11]([OH:10])([CH3:47])[C:12](=[O:44])[C@@H:13]([NH:21][C:22](=[O:43])[C@@H:23]([NH:27][C:28](=[O:42])[C@@H:29]([NH:33][C:34]([C:36]1[S:40][C:39]([CH3:41])=[N:38][CH:37]=1)=[O:35])[CH2:30][O:31][CH3:32])[CH2:24][O:25][CH3:26])[CH2:14][C:15]1[CH:16]=[CH:17][CH:18]=[CH:19][CH:20]=1)(=[O:6])=[O:5], predict the reactants needed to synthesize it. The reactants are: [F:1][C:2]([F:9])([F:8])[CH2:3][S:4](Cl)(=[O:6])=[O:5].[OH:10][C@:11]([CH3:47])([CH2:45][OH:46])[C:12](=[O:44])[C@@H:13]([NH:21][C:22](=[O:43])[C@@H:23]([NH:27][C:28](=[O:42])[C@@H:29]([NH:33][C:34]([C:36]1[S:40][C:39]([CH3:41])=[N:38][CH:37]=1)=[O:35])[CH2:30][O:31][CH3:32])[CH2:24][O:25][CH3:26])[CH2:14][C:15]1[CH:20]=[CH:19][CH:18]=[CH:17][CH:16]=1.